Task: Regression/Classification. Given a drug SMILES string, predict its absorption, distribution, metabolism, or excretion properties. Task type varies by dataset: regression for continuous measurements (e.g., permeability, clearance, half-life) or binary classification for categorical outcomes (e.g., BBB penetration, CYP inhibition). For this dataset (ppbr_az), we predict Y.. Dataset: Plasma protein binding rate (PPBR) regression data from AstraZeneca (1) The drug is CN[C@@H](C)C(=O)N[C@H](C(=O)N[C@H]1CCCN(CCc2ccc(C(F)(F)F)cc2)C1)C(C)(C)C. The Y is 90.7 %. (2) The drug is CO[C@H]1CN(CCn2c(=O)ccc3ccc(C#N)cc32)CC[C@H]1NCc1cc2c(cn1)OCCO2. The Y is 51.7 %.